From a dataset of Cav3 T-type calcium channel HTS with 100,875 compounds. Binary Classification. Given a drug SMILES string, predict its activity (active/inactive) in a high-throughput screening assay against a specified biological target. The molecule is Clc1cc(Cn2c(=O)c(ccc2)C(=O)NNC(=S)NC)ccc1. The result is 0 (inactive).